From a dataset of Forward reaction prediction with 1.9M reactions from USPTO patents (1976-2016). Predict the product of the given reaction. (1) Given the reactants [C:1]1(=[O:13])[N:5]([CH2:6][CH2:7][CH2:8][C:9]([OH:11])=[O:10])[C:4](=[O:12])[CH:3]=[CH:2]1.C(=O)(O)[O-].[Na+:18], predict the reaction product. The product is: [C:4]1(=[O:12])[N:5]([CH2:6][CH2:7][CH2:8][C:9]([O-:11])=[O:10])[C:1](=[O:13])[CH:2]=[CH:3]1.[Na+:18]. (2) Given the reactants [NH:1]1[CH:5]=[CH:4][N:3]=[C:2]1[C:6]([O:8][CH2:9][CH3:10])=[O:7].CC(C)([O-])C.[K+].[N+:17](C1C=CC(C(ON)=O)=CC=1)([O-])=O.C([O-])(O)=O.[Na+], predict the reaction product. The product is: [NH2:17][N:1]1[CH:5]=[CH:4][N:3]=[C:2]1[C:6]([O:8][CH2:9][CH3:10])=[O:7]. (3) Given the reactants [CH3:1][C:2]1([CH3:12])[O:6][C@@H:5]2[C@@H:7]([CH3:11])[CH2:8][C@H:9](O)[C@@H:4]2[O:3]1.C1(P(C2C=CC=CC=2)C2C=CC=CC=2)C=CC=CC=1.[F:32][C:33]1[C:38]2[N:39]=[CH:40][NH:41][C:37]=2[C:36]([F:42])=[CH:35][N:34]=1.CC(OC(/N=N/C(OC(C)C)=O)=O)C, predict the reaction product. The product is: [F:32][C:33]1[C:38]2[N:39]=[CH:40][N:41]([C@H:9]3[C@H:4]4[C@H:5]([O:6][C:2]([CH3:12])([CH3:1])[O:3]4)[C@@H:7]([CH3:11])[CH2:8]3)[C:37]=2[C:36]([F:42])=[CH:35][N:34]=1.[F:32][C:33]1[C:38]2[N:39]([C@H:9]3[C@H:4]4[C@H:5]([O:6][C:2]([CH3:12])([CH3:1])[O:3]4)[C@@H:7]([CH3:11])[CH2:8]3)[CH:40]=[N:41][C:37]=2[C:36]([F:42])=[CH:35][N:34]=1. (4) Given the reactants CO[C:3](=[O:22])[C:4]([S:18][CH2:19][CH2:20][CH3:21])=[CH:5][NH:6][C:7]1[CH:12]=[CH:11][CH:10]=[CH:9][C:8]=1[O:13][C:14]([F:17])([F:16])[F:15], predict the reaction product. The product is: [CH2:19]([S:18][C:4]1[CH:5]=[N:6][C:7]2[C:12]([C:3]=1[OH:22])=[CH:11][CH:10]=[CH:9][C:8]=2[O:13][C:14]([F:15])([F:16])[F:17])[CH2:20][CH3:21].